This data is from Peptide-MHC class II binding affinity with 134,281 pairs from IEDB. The task is: Regression. Given a peptide amino acid sequence and an MHC pseudo amino acid sequence, predict their binding affinity value. This is MHC class II binding data. (1) The peptide sequence is HNEPTAAAIAYGLDR. The MHC is HLA-DQA10102-DQB10602 with pseudo-sequence HLA-DQA10102-DQB10602. The binding affinity (normalized) is 0.824. (2) The peptide sequence is VQAPVGAITTIEDPV. The MHC is HLA-DPA10103-DPB10301 with pseudo-sequence HLA-DPA10103-DPB10301. The binding affinity (normalized) is 0. (3) The peptide sequence is VFKEKVDTRAKDPPA. The MHC is DRB1_0301 with pseudo-sequence DRB1_0301. The binding affinity (normalized) is 0.262. (4) The peptide sequence is RWLLIEILKASKSML. The MHC is DRB1_0401 with pseudo-sequence DRB1_0401. The binding affinity (normalized) is 0.886. (5) The peptide sequence is PCVFIKRVSNVIIHG. The MHC is DRB1_1201 with pseudo-sequence DRB1_1201. The binding affinity (normalized) is 0.429. (6) The peptide sequence is EPGHLAPTGMFVAGA. The MHC is DRB1_0101 with pseudo-sequence DRB1_0101. The binding affinity (normalized) is 0.530. (7) The peptide sequence is AKLMRDIPFRVGAVV. The MHC is DRB3_0101 with pseudo-sequence DRB3_0101. The binding affinity (normalized) is 0.879.